Dataset: Forward reaction prediction with 1.9M reactions from USPTO patents (1976-2016). Task: Predict the product of the given reaction. (1) Given the reactants [CH2:1]([N:8]1[CH:17]=[CH:16][C:15]2[C:10](=[C:11]([F:18])[CH:12]=[CH:13][CH:14]=2)[CH:9]1[C:19]1[CH:24]=[CH:23][C:22]([C:25]([F:28])([F:27])[F:26])=[CH:21][CH:20]=1)[C:2]1[CH:7]=[CH:6][CH:5]=[CH:4][CH:3]=1.[BH4-].[Na+].C(O)(=O)C, predict the reaction product. The product is: [CH2:1]([N:8]1[CH2:17][CH2:16][C:15]2[C:10](=[C:11]([F:18])[CH:12]=[CH:13][CH:14]=2)[CH:9]1[C:19]1[CH:20]=[CH:21][C:22]([C:25]([F:28])([F:26])[F:27])=[CH:23][CH:24]=1)[C:2]1[CH:7]=[CH:6][CH:5]=[CH:4][CH:3]=1. (2) Given the reactants [CH:1]1([C:4]([NH:12][S:13]([C:15]([CH3:18])([CH3:17])[CH3:16])=[O:14])([CH3:11])[CH2:5][C:6](OCC)=[O:7])[CH2:3][CH2:2]1.CO.[NH3:21], predict the reaction product. The product is: [C:15]([S:13]([NH:12][C:4]([CH:1]1[CH2:3][CH2:2]1)([CH3:11])[CH2:5][C:6]([NH2:21])=[O:7])=[O:14])([CH3:18])([CH3:17])[CH3:16]. (3) Given the reactants [CH2:1]([C:9]1([CH2:25][CH2:26][CH2:27][CH2:28][CH2:29][CH2:30][CH2:31][CH3:32])[C:21]2[CH:20]=[C:19](B(O)O)[CH:18]=[CH:17][C:16]=2[C:15]2[C:10]1=[CH:11][CH:12]=[CH:13][CH:14]=2)[CH2:2][CH2:3][CH2:4][CH2:5][CH2:6][CH2:7][CH3:8].[Br:33][C:34]1[CH:46]=[CH:45][C:44]2[C:43]3[C:38](=[CH:39][C:40](Br)=[CH:41][CH:42]=3)[C:37]([CH2:56][CH2:57][CH2:58][CH2:59][CH2:60][CH2:61][CH2:62][CH3:63])([CH2:48][CH2:49][CH2:50][CH2:51][CH2:52][CH2:53][CH2:54][CH3:55])[C:36]=2[CH:35]=1.C([O-])([O-])=O.[Na+].[Na+], predict the reaction product. The product is: [Br:33][C:34]1[CH:35]=[C:36]2[C:44]([C:43]3[CH:42]=[CH:41][C:40]([C:19]4[CH:18]=[CH:17][C:16]5[C:15]6[C:10](=[CH:11][CH:12]=[CH:13][CH:14]=6)[C:9]([CH2:25][CH2:26][CH2:27][CH2:28][CH2:29][CH2:30][CH2:31][CH3:32])([CH2:1][CH2:2][CH2:3][CH2:4][CH2:5][CH2:6][CH2:7][CH3:8])[C:21]=5[CH:20]=4)=[CH:39][C:38]=3[C:37]2([CH2:56][CH2:57][CH2:58][CH2:59][CH2:60][CH2:61][CH2:62][CH3:63])[CH2:48][CH2:49][CH2:50][CH2:51][CH2:52][CH2:53][CH2:54][CH3:55])=[CH:45][CH:46]=1. (4) Given the reactants [Si:1]([O:8][CH2:9][C@@H:10]([N:13]1C(=O)C2C(=CC=CC=2)C1=O)[CH:11]=[CH2:12])([C:4]([CH3:7])([CH3:6])[CH3:5])([CH3:3])[CH3:2].NN.O, predict the reaction product. The product is: [Si:1]([O:8][CH2:9][C@@H:10]([NH2:13])[CH:11]=[CH2:12])([C:4]([CH3:7])([CH3:6])[CH3:5])([CH3:3])[CH3:2]. (5) Given the reactants [C:1]([O:5][C:6]([N:8]1[CH2:13][CH2:12][N:11]([C:14]2[CH:19]=[N:18][CH:17]=[C:16](Cl)[N:15]=2)[CH2:10][CH2:9]1)=[O:7])([CH3:4])([CH3:3])[CH3:2].[CH3:21][O-:22].[Na+], predict the reaction product. The product is: [C:1]([O:5][C:6]([N:8]1[CH2:13][CH2:12][N:11]([C:14]2[CH:19]=[N:18][CH:17]=[C:16]([O:22][CH3:21])[N:15]=2)[CH2:10][CH2:9]1)=[O:7])([CH3:4])([CH3:3])[CH3:2]. (6) Given the reactants C(O)(=O)C.[N+:5]([C:8]1[CH:9]=[CH:10][C:11]2[S:15][N:14]=[C:13]([CH2:16][C:17]([O:19][CH2:20][CH3:21])=[O:18])[C:12]=2[CH:22]=1)([O-])=O.C(=O)([O-])O.[Na+].C(Cl)Cl, predict the reaction product. The product is: [NH2:5][C:8]1[CH:9]=[CH:10][C:11]2[S:15][N:14]=[C:13]([CH2:16][C:17]([O:19][CH2:20][CH3:21])=[O:18])[C:12]=2[CH:22]=1.